Dataset: Full USPTO retrosynthesis dataset with 1.9M reactions from patents (1976-2016). Task: Predict the reactants needed to synthesize the given product. (1) The reactants are: Cl[C:2]1[N:7]=[CH:6][N:5]=[C:4]([NH:8][C:9]2[CH:14]=[CH:13][CH:12]=[C:11]([CH2:15][S:16]([CH3:19])(=[O:18])=[O:17])[CH:10]=2)[N:3]=1.[F:20][C:21]([F:33])([F:32])[O:22][C:23]1[CH:28]=[CH:27][CH:26]=[CH:25][C:24]=1B(O)O. Given the product [CH3:19][S:16]([CH2:15][C:11]1[CH:10]=[C:9]([NH:8][C:4]2[N:3]=[C:2]([C:24]3[CH:25]=[CH:26][CH:27]=[CH:28][C:23]=3[O:22][C:21]([F:20])([F:33])[F:32])[N:7]=[CH:6][N:5]=2)[CH:14]=[CH:13][CH:12]=1)(=[O:18])=[O:17], predict the reactants needed to synthesize it. (2) Given the product [CH2:23]([N:8]1[N:9]=[N:10][C:6]([CH:5]([CH:11]2[CH2:12][CH2:13][CH2:14][CH2:15]2)[C:4]([O:3][CH2:1][CH3:2])=[O:16])=[N:7]1)[C:24]1[CH:29]=[CH:28][CH:27]=[CH:26][CH:25]=1, predict the reactants needed to synthesize it. The reactants are: [CH2:1]([O:3][C:4](=[O:16])[CH:5]([CH:11]1[CH2:15][CH2:14][CH2:13][CH2:12]1)[C:6]1[NH:10][N:9]=[N:8][N:7]=1)[CH3:2].C([O-])([O-])=O.[K+].[K+].[CH2:23](Br)[C:24]1[CH:29]=[CH:28][CH:27]=[CH:26][CH:25]=1.